From a dataset of Full USPTO retrosynthesis dataset with 1.9M reactions from patents (1976-2016). Predict the reactants needed to synthesize the given product. (1) Given the product [CH3:1][O:2][C:3]([C:4]1[CH:9]=[CH:8][C:7]([C:25]2[CH:30]=[CH:29][CH:28]=[CH:27][CH:26]=2)=[C:6]([C:18]([F:21])([F:20])[F:19])[CH:5]=1)=[O:22], predict the reactants needed to synthesize it. The reactants are: [CH3:1][O:2][C:3](=[O:22])[C:4]1[CH:9]=[CH:8][C:7](OS(C(F)(F)F)(=O)=O)=[C:6]([C:18]([F:21])([F:20])[F:19])[CH:5]=1.B([O-])([O-])O[C:25]1[CH:30]=[CH:29][CH:28]=[CH:27][CH:26]=1.C(=O)([O-])[O-].[Cs+].[Cs+].O. (2) Given the product [C:1]([C:4]1[CH:5]=[C:6]2[C:11](=[CH:12][C:13]=1[O:14][CH3:15])[N:10]=[CH:9][CH:8]=[C:7]2[O:16][C:17]1[CH:22]=[CH:21][C:20]([NH2:23])=[C:19]([CH3:26])[C:18]=1[CH3:27])(=[O:3])[NH2:2], predict the reactants needed to synthesize it. The reactants are: [C:1]([C:4]1[CH:5]=[C:6]2[C:11](=[CH:12][C:13]=1[O:14][CH3:15])[N:10]=[CH:9][CH:8]=[C:7]2[O:16][C:17]1[CH:22]=[CH:21][C:20]([N+:23]([O-])=O)=[C:19]([CH3:26])[C:18]=1[CH3:27])(=[O:3])[NH2:2]. (3) Given the product [Cl:22][CH2:20][C:19]([C:7]1[CH:8]=[C:9]([N:13]2[CH2:14][CH2:15][O:16][CH2:17][CH2:18]2)[C:10]([O:11][CH3:12])=[C:5]([C:1]([CH3:4])([CH3:2])[CH3:3])[CH:6]=1)=[O:21], predict the reactants needed to synthesize it. The reactants are: [C:1]([C:5]1[CH:6]=[C:7]([C:19](=[O:21])[CH3:20])[CH:8]=[C:9]([N:13]2[CH2:18][CH2:17][O:16][CH2:15][CH2:14]2)[C:10]=1[O:11][CH3:12])([CH3:4])([CH3:3])[CH3:2].[Cl:22]N1C(=O)CCC1=O.CCOCC. (4) Given the product [CH3:24][NH:25][CH2:7][C:8]1[CH:13]=[CH:12][C:11]([CH2:14][NH:15][C:16](=[O:22])[O:17][C:18]([CH3:21])([CH3:20])[CH3:19])=[CH:10][CH:9]=1, predict the reactants needed to synthesize it. The reactants are: CS(Cl)(=O)=O.O[CH2:7][C:8]1[CH:13]=[CH:12][C:11]([CH2:14][NH:15][C:16](=[O:22])[O:17][C:18]([CH3:21])([CH3:20])[CH3:19])=[CH:10][CH:9]=1.C[CH2:24][N:25](CC)CC.CN.C([O-])([O-])=O.[Na+].[Na+]. (5) Given the product [F:27][C:24]1[CH:25]=[CH:26][C:21]([C:9]2[N:8]=[CH:7][NH:6][C:10]=2[C:11]2[CH:16]=[CH:15][N:14]=[C:13]([NH:17][C:18]([NH2:20])=[O:19])[CH:12]=2)=[CH:22][CH:23]=1, predict the reactants needed to synthesize it. The reactants are: COC1C=C(OC)C=CC=1C[N:6]1[C:10]([C:11]2[CH:16]=[CH:15][N:14]=[C:13]([NH:17][C:18]([NH2:20])=[O:19])[CH:12]=2)=[C:9]([C:21]2[CH:26]=[CH:25][C:24]([F:27])=[CH:23][CH:22]=2)[N:8]=[CH:7]1.FC(F)(F)C(O)=O.C([O-])(O)=O.[Na+].O.